This data is from Catalyst prediction with 721,799 reactions and 888 catalyst types from USPTO. The task is: Predict which catalyst facilitates the given reaction. (1) Reactant: [Cl:1][C:2]1[N:3]=[N:4][C:5]([C:8]2[CH:13]=[CH:12][CH:11]=[C:10]([N+:14]([O-])=O)[CH:9]=2)=[CH:6][CH:7]=1. Product: [Cl:1][C:2]1[N:3]=[N:4][C:5]([C:8]2[CH:13]=[CH:12][CH:11]=[C:10]([NH2:14])[CH:9]=2)=[CH:6][CH:7]=1. The catalyst class is: 50. (2) Reactant: [Cl:1][C:2]1[CH:21]=[CH:20][C:5]([O:6][C@@H:7]([C:14]2[CH:19]=[CH:18][CH:17]=[CH:16][CH:15]=2)[C@H:8]2[O:13][CH2:12][CH2:11][NH:10][CH2:9]2)=[C:4]([O:22][CH3:23])[CH:3]=1.[CH2:24]([S:30]([OH:33])(=[O:32])=[O:31])[CH2:25][S:26]([OH:29])(=[O:28])=[O:27].N#N. Product: [S:26]([CH2:25][CH2:24][S:30]([OH:33])(=[O:32])=[O:31])([OH:29])(=[O:28])=[O:27].[Cl:1][C:2]1[CH:21]=[CH:20][C:5]([O:6][C@@H:7]([C:14]2[CH:19]=[CH:18][CH:17]=[CH:16][CH:15]=2)[C@H:8]2[O:13][CH2:12][CH2:11][NH:10][CH2:9]2)=[C:4]([O:22][CH3:23])[CH:3]=1. The catalyst class is: 5. (3) Reactant: [NH2:1][C:2]1[CH:7]=[C:6]([F:8])[CH:5]=[CH:4][C:3]=1[OH:9].[C:10](OCC)(OCC)(OCC)[CH3:11].FC(F)(F)S([O-])(=O)=O.[Bi+3].FC(F)(F)S([O-])(=O)=O.FC(F)(F)S([O-])(=O)=O. Product: [F:8][C:6]1[CH:5]=[CH:4][C:3]2[O:9][C:10]([CH3:11])=[N:1][C:2]=2[CH:7]=1. The catalyst class is: 4. (4) Reactant: C([O:8][CH2:9][CH2:10][CH2:11][CH2:12][O:13][C:14]1[N:23]=[C:22]2[C:17]([CH:18]=[CH:19][C:20](=[O:24])[NH:21]2)=[C:16]([CH3:25])[CH:15]=1)C1C=CC=CC=1.CCOCC. Product: [OH:8][CH2:9][CH2:10][CH2:11][CH2:12][O:13][C:14]1[N:23]=[C:22]2[C:17]([CH:18]=[CH:19][C:20](=[O:24])[NH:21]2)=[C:16]([CH3:25])[CH:15]=1. The catalyst class is: 50. (5) Reactant: [C:1]([CH2:3][C:4]([OH:6])=O)#[N:2].[C:7]([C:11]1[CH:17]=[CH:16][C:14]([NH2:15])=[CH:13][CH:12]=1)([CH3:10])([CH3:9])[CH3:8]. Product: [C:7]([C:11]1[CH:12]=[CH:13][C:14]([NH:15][C:4](=[O:6])[CH2:3][C:1]#[N:2])=[CH:16][CH:17]=1)([CH3:10])([CH3:8])[CH3:9]. The catalyst class is: 4. (6) Reactant: [NH2:1][C:2]1[CH:3]=[CH:4][C:5]([O:19][C:20]2[CH:25]=[CH:24][C:23]([F:26])=[CH:22][C:21]=2[F:27])=[C:6]([C:8]2[NH:9][C:10]([CH3:18])=[C:11]3[C:16]=2[CH:15]=[N:14][NH:13][C:12]3=[O:17])[CH:7]=1.C(N(CC)CC)C.ClCCl.[CH2:38]([S:40](Cl)(=[O:42])=[O:41])[CH3:39]. The catalyst class is: 7. Product: [F:27][C:21]1[CH:22]=[C:23]([F:26])[CH:24]=[CH:25][C:20]=1[O:19][C:5]1[CH:4]=[CH:3][C:2]([NH:1][S:40]([CH2:38][CH3:39])(=[O:42])=[O:41])=[CH:7][C:6]=1[C:8]1[NH:9][C:10]([CH3:18])=[C:11]2[C:16]=1[CH:15]=[N:14][NH:13][C:12]2=[O:17]. (7) Reactant: [F:1][C:2]([F:8])([F:7])[CH2:3][C:4](=O)[CH3:5].[C:9]([CH:14]=P(C1C=CC=CC=1)(C1C=CC=CC=1)C1C=CC=CC=1)([O:11][CH2:12][CH3:13])=[O:10]. Product: [F:1][C:2]([F:8])([F:7])[CH2:3][C:4]([CH3:5])=[CH:14][C:9]([O:11][CH2:12][CH3:13])=[O:10]. The catalyst class is: 48.